From a dataset of Forward reaction prediction with 1.9M reactions from USPTO patents (1976-2016). Predict the product of the given reaction. (1) The product is: [CH3:1][O:2][C:3]1[CH:4]=[C:5]([CH:35]=[CH:36][C:37]=1[C:38]([CH3:41])([CH3:40])[CH3:39])[C:6]([N:8]1[C@@H:12]([C:13]2[S:14][C:15]([CH3:18])=[CH:16][N:17]=2)[C@@H:11]([CH2:19][O:20][CH3:21])[CH2:10][C@@:9]1([CH2:29][C:30]1[S:31][CH:32]=[CH:33][N:34]=1)[C:22]([OH:24])=[O:23])=[O:7]. Given the reactants [CH3:1][O:2][C:3]1[CH:4]=[C:5]([CH:35]=[CH:36][C:37]=1[C:38]([CH3:41])([CH3:40])[CH3:39])[C:6]([N:8]1[C@@H:12]([C:13]2[S:14][C:15]([CH3:18])=[CH:16][N:17]=2)[C@@H:11]([CH2:19][O:20][CH3:21])[CH2:10][C@@:9]1([CH2:29][C:30]1[S:31][CH:32]=[CH:33][N:34]=1)[C:22]([O:24]C(C)(C)C)=[O:23])=[O:7], predict the reaction product. (2) Given the reactants [CH2:1]([N:8]1[C:18]2[C:13](=[CH:14][CH:15]=[CH:16][CH:17]=2)[C:11](=O)[C:9]1=[O:10])[C:2]1[CH:7]=[CH:6][CH:5]=[CH:4][CH:3]=1, predict the reaction product. The product is: [CH2:1]([N:8]1[C:18]2[C:13](=[CH:14][CH:15]=[CH:16][CH:17]=2)[CH2:11][C:9]1=[O:10])[C:2]1[CH:3]=[CH:4][CH:5]=[CH:6][CH:7]=1. (3) Given the reactants [NH:1]1[CH2:6][CH2:5][CH:4]([CH2:7][NH:8][C:9]([N:11]2[C:15]3[CH:16]=[CH:17][CH:18]=[CH:19][C:14]=3[N:13]([CH2:20][CH3:21])[C:12]2=[O:22])=[O:10])[CH2:3][CH2:2]1.[CH3:23][C:24]1[CH:29]=[CH:28][CH:27]=[CH:26][C:25]=1[O:30][CH2:31][CH:32]1[O:34][CH2:33]1, predict the reaction product. The product is: [NH:1]1[CH2:6][CH2:5][CH:4]([CH2:7][NH:8][C:9]([N:11]2[C:15]3[CH:16]=[CH:17][CH:18]=[CH:19][C:14]=3[N:13]([CH:20]([CH3:23])[CH3:21])[C:12]2=[O:22])=[O:10])[CH2:3][CH2:2]1.[O:34]1[CH:32]([CH2:31][O:30][C:25]2[CH:24]=[CH:29][CH:28]=[CH:27][CH:26]=2)[CH2:33]1. (4) Given the reactants [NH2:1][C:2]1[CH:7]=[CH:6][C:5]([C:8]2[CH:13]=[CH:12][C:11]([C:14]([NH:16][C@H:17]([C:21]([O:23][CH3:24])=[O:22])[CH:18]([CH3:20])[CH3:19])=[O:15])=[CH:10][CH:9]=2)=[CH:4][CH:3]=1.[CH2:25]([O:27][C:28]1[CH:33]=[CH:32][C:31]([CH2:34][C:35]([OH:37])=O)=[CH:30][CH:29]=1)[CH3:26].[CH3:38]N(C1C=CC=CN=1)C.Cl.CN(C)CCCN=C=NCC, predict the reaction product. The product is: [CH2:25]([O:27][C:28]1[CH:33]=[CH:32][C:31]([CH2:34][C:35]([NH:1][C:2]2[CH:3]=[CH:4][C:5]([C:8]3[CH:13]=[CH:12][C:11]([C:14]([N:16]([CH3:38])[C@H:17]([C:21]([O:23][CH3:24])=[O:22])[CH:18]([CH3:20])[CH3:19])=[O:15])=[CH:10][CH:9]=3)=[CH:6][CH:7]=2)=[O:37])=[CH:30][CH:29]=1)[CH3:26]. (5) The product is: [CH2:17]([O:16][C:14]([C:13]([OH:12])([CH2:10][C:9]([C:4]1[CH:5]=[CH:6][C:7]([CH3:8])=[C:2]([F:1])[CH:3]=1)=[O:11])[C:19]([O:21][CH2:22][CH3:23])=[O:20])=[O:15])[CH3:18]. Given the reactants [F:1][C:2]1[CH:3]=[C:4]([C:9](=[O:11])[CH3:10])[CH:5]=[CH:6][C:7]=1[CH3:8].[O:12]=[C:13]([C:19]([O:21][CH2:22][CH3:23])=[O:20])[C:14]([O:16][CH2:17][CH3:18])=[O:15], predict the reaction product.